Dataset: Forward reaction prediction with 1.9M reactions from USPTO patents (1976-2016). Task: Predict the product of the given reaction. (1) Given the reactants C(=O)([O-])[O-].[Cs+].[Cs+].[Cl:7][C:8]1[CH:13]=[CH:12][C:11]([N:14]([C:22]2[CH:27]=[CH:26][C:25]([Cl:28])=[CH:24][CH:23]=2)[C:15]2[CH:20]=[CH:19][C:18]([OH:21])=[CH:17][CH:16]=2)=[CH:10][CH:9]=1.[Br:29][CH2:30][CH2:31]Br.O, predict the reaction product. The product is: [Br:29][CH2:30][CH2:31][O:21][C:18]1[CH:19]=[CH:20][C:15]([N:14]([C:22]2[CH:27]=[CH:26][C:25]([Cl:28])=[CH:24][CH:23]=2)[C:11]2[CH:12]=[CH:13][C:8]([Cl:7])=[CH:9][CH:10]=2)=[CH:16][CH:17]=1. (2) The product is: [CH2:1]([O:8][C:9]1[C:14]([F:15])=[CH:13][C:12]([C:16]2[N:21]=[C:20]([NH:22][CH2:23][C:24]3[CH:29]=[CH:28][CH:27]=[CH:26][C:25]=3[N:30]([CH3:35])[S:31]([CH3:34])(=[O:33])=[O:32])[C:19]3[C:36]([C:69]([NH:66][C:62]([CH3:65])([CH3:64])[CH3:63])=[O:70])=[N:37][N:38]([CH:39]4[CH2:44][CH2:43][CH2:42][CH2:41][O:40]4)[C:18]=3[CH:17]=2)=[C:11]([CH2:46][C:47]([F:50])([F:49])[F:48])[CH:10]=1)[C:2]1[CH:7]=[CH:6][CH:5]=[CH:4][CH:3]=1. Given the reactants [CH2:1]([O:8][C:9]1[C:14]([F:15])=[CH:13][C:12]([C:16]2[N:21]=[C:20]([NH:22][CH2:23][C:24]3[CH:29]=[CH:28][CH:27]=[CH:26][C:25]=3[N:30]([CH3:35])[S:31]([CH3:34])(=[O:33])=[O:32])[C:19]3[C:36](I)=[N:37][N:38]([CH:39]4[CH2:44][CH2:43][CH2:42][CH2:41][O:40]4)[C:18]=3[CH:17]=2)=[C:11]([CH2:46][C:47]([F:50])([F:49])[F:48])[CH:10]=1)[C:2]1[CH:7]=[CH:6][CH:5]=[CH:4][CH:3]=1.C1CCN2C(=NCCC2)CC1.[C:62]([NH2:66])([CH3:65])([CH3:64])[CH3:63].C1C[O:70][CH2:69]C1, predict the reaction product. (3) The product is: [F:1][C:2]1[CH:7]=[CH:6][CH:5]=[CH:4][C:3]=1[N:8]1[C:16]2[C:11](=[C:12]([N:17]3[CH2:21][CH2:20][N:19]([CH2:27][C:28]4[CH:33]=[CH:32][CH:31]=[CH:30][N:29]=4)[C:18]3=[O:22])[CH:13]=[CH:14][CH:15]=2)[CH:10]=[N:9]1. Given the reactants [F:1][C:2]1[CH:7]=[CH:6][CH:5]=[CH:4][C:3]=1[N:8]1[C:16]2[C:11](=[C:12]([N:17]3[CH2:21][CH2:20][NH:19][C:18]3=[O:22])[CH:13]=[CH:14][CH:15]=2)[CH:10]=[N:9]1.[H-].[Na+].Br.Br[CH2:27][C:28]1[CH:33]=[CH:32][CH:31]=[CH:30][N:29]=1, predict the reaction product. (4) Given the reactants [F:1][C:2]1[CH:7]=[CH:6][C:5]([S:8]([NH:11][C:12]2[CH:17]=[CH:16][C:15]([CH:18]([CH3:20])[CH3:19])=[CH:14][N:13]=2)(=[O:10])=[O:9])=[CH:4][CH:3]=1.[O:21]1[CH2:24][CH:23]([CH2:25]O)[CH2:22]1.C(P(CCCC)(CCCC)=CC#N)CCC, predict the reaction product. The product is: [F:1][C:2]1[CH:3]=[CH:4][C:5]([S:8]([N:11]([C:12]2[CH:17]=[CH:16][C:15]([CH:18]([CH3:20])[CH3:19])=[CH:14][N:13]=2)[CH2:25][CH:23]2[CH2:24][O:21][CH2:22]2)(=[O:10])=[O:9])=[CH:6][CH:7]=1. (5) Given the reactants [CH:1]1[C:10]2[C:5](=[CH:6][CH:7]=[CH:8][CH:9]=2)[CH:4]=[C:3]([C:11](O)=[O:12])[N:2]=1.B.C1COCC1.CO, predict the reaction product. The product is: [OH:12][CH2:11][C:3]1[N:2]=[CH:1][C:10]2[C:5]([CH:4]=1)=[CH:6][CH:7]=[CH:8][CH:9]=2.